Dataset: Reaction yield outcomes from USPTO patents with 853,638 reactions. Task: Predict the reaction yield, written as a fraction of the theoretical maximum amount of product (1.0 means a 100% yield; for example, 0.34 means a 34% yield). (1) The reactants are [Br:1][C:2]1[C:3](Cl)=[N:4][C:5]([Cl:8])=[N:6][CH:7]=1.CN.C1C[O:15][CH2:14]C1. The catalyst is C(O)C. The product is [Br:1][C:2]1[C:3]([O:15][CH3:14])=[N:4][C:5]([Cl:8])=[N:6][CH:7]=1. The yield is 0.760. (2) The reactants are C(N1CCN(C(C2C=C3C(=CC=2)NC(C(O)=O)=C3)=O)CC1)(C)C.[CH:24]1([N:29]2[CH2:34][CH2:33][N:32]([C:35]([C:37]3[CH:38]=[C:39]4[C:43](=[CH:44][CH:45]=3)[NH:42][C:41]([C:46]([N:48]3[CH2:53]CS(=O)(=O)CC3)=[O:47])=[CH:40]4)=[O:36])[CH2:31][CH2:30]2)[CH2:28]CC[CH2:25]1.[F:56][C:57]1(NC)[CH2:60][O:59][CH2:58]1.F[B-](F)(F)F.N1(OC(N(C)C)=[N+](C)C)C2C=CC=CC=2N=N1.C(N(CC)C(C)C)(C)C. The catalyst is CN(C)C=O. The product is [F:56][C:57]1([CH2:53][NH:48][C:46]([C:41]2[NH:42][C:43]3[C:39]([CH:40]=2)=[CH:38][C:37]([C:35]([N:32]2[CH2:33][CH2:34][N:29]([CH:24]([CH3:25])[CH3:28])[CH2:30][CH2:31]2)=[O:36])=[CH:45][CH:44]=3)=[O:47])[CH2:60][O:59][CH2:58]1. The yield is 0.420. (3) The product is [F:1][C:2]1[CH:21]=[CH:20][C:5]2[C:6]([C:13]3[CH:18]=[CH:17][C:16]([F:19])=[CH:15][CH:14]=3)=[N:7][N:8]([CH3:22])[S:9](=[O:11])(=[O:12])[CH2:10][C:4]=2[CH:3]=1. No catalyst specified. The reactants are [F:1][C:2]1[CH:21]=[CH:20][C:5]2[C:6]([C:13]3[CH:18]=[CH:17][C:16]([F:19])=[CH:15][CH:14]=3)=[N:7][NH:8][S:9](=[O:12])(=[O:11])[CH2:10][C:4]=2[CH:3]=1.[CH3:22]I. The yield is 0.920.